Dataset: Peptide-MHC class I binding affinity with 185,985 pairs from IEDB/IMGT. Task: Regression. Given a peptide amino acid sequence and an MHC pseudo amino acid sequence, predict their binding affinity value. This is MHC class I binding data. (1) The peptide sequence is CSRVIFPL. The MHC is Mamu-A02 with pseudo-sequence Mamu-A02. The binding affinity (normalized) is 0.757. (2) The peptide sequence is KLEKTKTRL. The MHC is HLA-A02:01 with pseudo-sequence HLA-A02:01. The binding affinity (normalized) is 0.0860. (3) The peptide sequence is ALDLSHFLK. The MHC is HLA-B15:01 with pseudo-sequence HLA-B15:01. The binding affinity (normalized) is 0.